This data is from Reaction yield outcomes from USPTO patents with 853,638 reactions. The task is: Predict the reaction yield, written as a fraction of the theoretical maximum amount of product (1.0 means a 100% yield; for example, 0.34 means a 34% yield). (1) The product is [C:17]([C:15]1[CH:16]=[C:12]([NH:11][C:9]([NH:8][C:5]2[CH:6]=[CH:7][C:2]([C:64]3[N:68]4[CH:69]=[CH:70][C:71]([C:73]5[CH:74]=[CH:75][C:76]([S:79]([CH3:82])(=[O:80])=[O:81])=[CH:77][CH:78]=5)=[CH:72][C:67]4=[N:66][CH:65]=3)=[CH:3][CH:4]=2)=[O:10])[NH:13][N:14]=1)([CH3:20])([CH3:19])[CH3:18]. The reactants are Br[C:2]1[CH:7]=[CH:6][C:5]([NH:8][C:9]([NH:11][C:12]2[NH:13][N:14]=[C:15]([C:17]([CH3:20])([CH3:19])[CH3:18])[CH:16]=2)=[O:10])=[CH:4][CH:3]=1.C1(P(C2CCCCC2)C2CCCCC2)CCCCC1.C([O-])(=O)C.[K+].B1(B2OC(C)(C)C(C)(C)O2)OC(C)(C)C(C)(C)O1.I[C:64]1[N:68]2[CH:69]=[CH:70][C:71]([C:73]3[CH:78]=[CH:77][C:76]([S:79]([CH3:82])(=[O:81])=[O:80])=[CH:75][CH:74]=3)=[CH:72][C:67]2=[N:66][CH:65]=1.C(=O)([O-])[O-].[K+].[K+]. The yield is 0.180. The catalyst is C1C=CC(/C=C/C(/C=C/C2C=CC=CC=2)=O)=CC=1.C1C=CC(/C=C/C(/C=C/C2C=CC=CC=2)=O)=CC=1.C1C=CC(/C=C/C(/C=C/C2C=CC=CC=2)=O)=CC=1.[Pd].[Pd].O.O1CCOCC1.CCOC(C)=O.CS(C)=O. (2) The reactants are [CH2:1]1[O:11][C:4]2([CH2:9][CH2:8][C:7](=O)[CH2:6][CH2:5]2)[O:3][CH2:2]1.[CH2:12]([NH2:15])[CH2:13][CH3:14].[H][H]. The catalyst is CO.[Pd]. The product is [O:3]1[C:4]2([CH2:9][CH2:8][CH:7]([NH:15][CH2:12][CH2:13][CH3:14])[CH2:6][CH2:5]2)[O:11][CH2:1][CH2:2]1. The yield is 1.00.